From a dataset of Reaction yield outcomes from USPTO patents with 853,638 reactions. Predict the reaction yield, written as a fraction of the theoretical maximum amount of product (1.0 means a 100% yield; for example, 0.34 means a 34% yield). (1) The reactants are [CH3:1][O:2][C:3]1[N:8]=[CH:7][C:6]([C:9]2[CH:10]=[C:11]3[C:16](=[CH:17][CH:18]=2)[N:15]=[CH:14][N:13]=[C:12]3[C:19]2[CH:20]=[C:21]([CH:25]=[CH:26][CH:27]=2)[C:22]([OH:24])=O)=[CH:5][CH:4]=1.CN(C(ON1N=NC2C=CC=CC1=2)=[N+](C)C)C.F[P-](F)(F)(F)(F)F.CCN(C(C)C)C(C)C.C(OC([N:68]1[CH2:73][CH2:72][NH:71][C@H:70]([CH3:74])[CH2:69]1)=O)(C)(C)C. The catalyst is CN(C=O)C. The product is [CH3:1][O:2][C:3]1[N:8]=[CH:7][C:6]([C:9]2[CH:10]=[C:11]3[C:16](=[CH:17][CH:18]=2)[N:15]=[CH:14][N:13]=[C:12]3[C:19]2[CH:20]=[C:21]([C:22]([N:71]3[CH2:72][CH2:73][NH:68][CH2:69][C@H:70]3[CH3:74])=[O:24])[CH:25]=[CH:26][CH:27]=2)=[CH:5][CH:4]=1. The yield is 0.260. (2) The reactants are Cl[C:2]1=[N:3][C:4]2[CH:27]=[CH:26][CH:25]=[CH:24][C:5]=2[O:6][C:7]2[CH:12]=[CH:11][C:10]([C:13]3[CH:23]=[CH:22][C:16]([C:17]([O:19][CH2:20][CH3:21])=[O:18])=[CH:15][CH:14]=3)=[CH:9][C:8]1=2.[NH:28]1[CH2:33][CH2:32][O:31][CH2:30][CH2:29]1. The catalyst is C1(C)C=CC=CC=1.C(OCC)(=O)C. The product is [O:31]1[CH2:32][CH2:33][N:28]([C:2]2=[N:3][C:4]3[CH:27]=[CH:26][CH:25]=[CH:24][C:5]=3[O:6][C:7]3[CH:12]=[CH:11][C:10]([C:13]4[CH:23]=[CH:22][C:16]([C:17]([O:19][CH2:20][CH3:21])=[O:18])=[CH:15][CH:14]=4)=[CH:9][C:8]2=3)[CH2:29][CH2:30]1. The yield is 0.690.